From a dataset of Catalyst prediction with 721,799 reactions and 888 catalyst types from USPTO. Predict which catalyst facilitates the given reaction. (1) Reactant: C[O:2][CH2:3][CH2:4][CH:5]([C:7]1[CH:15]=[CH:14][C:10]([C:11]([OH:13])=O)=[CH:9][CH:8]=1)[CH3:6].Cl.C(N=C=NCCCN(C)C)C.ON1C2C=CC=CC=2N=N1.C(N(CC)CC)C.[NH2:45][CH2:46][C:47]1[C:48]([OH:55])=[N:49][C:50]([CH3:54])=[CH:51][C:52]=1[CH3:53]. Product: [OH:55][C:48]1[C:47]([CH2:46][NH:45][C:11](=[O:13])[C:10]2[CH:9]=[CH:8][C:7]([CH:5]([CH2:4][CH2:3][OH:2])[CH3:6])=[CH:15][CH:14]=2)=[C:52]([CH3:53])[CH:51]=[C:50]([CH3:54])[N:49]=1. The catalyst class is: 4. (2) Product: [CH:40]1([CH:43]([CH:45]2[CH2:47][CH2:46]2)[N:15]2[CH:14]=[C:13]([C:11]3[N:10]4[CH:18]=[CH:19][N:20]=[C:9]4[CH:8]=[C:7]([C:5]4[CH:4]=[N:3][N:2]([CH3:1])[CH:6]=4)[N:12]=3)[CH:17]=[N:16]2)[CH2:42][CH2:41]1. Reactant: [CH3:1][N:2]1[CH:6]=[C:5]([C:7]2[N:12]=[C:11]([C:13]3[CH:14]=[N:15][NH:16][CH:17]=3)[N:10]3[CH:18]=[CH:19][N:20]=[C:9]3[CH:8]=2)[CH:4]=[N:3]1.C1(P(C2C=CC=CC=2)C2C=CC=CC=2)C=CC=CC=1.[CH:40]1([CH:43]([CH:45]2[CH2:47][CH2:46]2)O)[CH2:42][CH2:41]1.N(C(OC(C)C)=O)=NC(OC(C)C)=O. The catalyst class is: 182.